From a dataset of Forward reaction prediction with 1.9M reactions from USPTO patents (1976-2016). Predict the product of the given reaction. (1) Given the reactants CCN(C(C)C)C(C)C.[CH3:10][C:11]([CH3:17])([CH2:14][CH:15]=[CH2:16])[CH2:12][OH:13].Cl[C:19](Cl)([O:21]C(=O)OC(Cl)(Cl)Cl)Cl.[OH-].[Na+].[NH2:32][C@H:33]([C:38]([OH:40])=[O:39])[C:34]([CH3:37])([CH3:36])[CH3:35], predict the reaction product. The product is: [CH3:10][C:11]([CH3:17])([CH2:14][CH:15]=[CH2:16])[CH2:12][O:13][C:19]([NH:32][C@H:33]([C:38]([OH:40])=[O:39])[C:34]([CH3:37])([CH3:36])[CH3:35])=[O:21]. (2) Given the reactants [Cl:1][C:2]1[N:7]=[C:6]2[CH2:8][CH2:9][NH:10][C:5]2=[CH:4][CH:3]=1.[H-].[Na+].[C:13]([O:17][C:18]([N:20]1[CH2:25][CH2:24][CH:23]([O:26][C:27]2[CH:32]=[C:31](Cl)[N:30]=[CH:29][N:28]=2)[CH2:22][CH2:21]1)=[O:19])([CH3:16])([CH3:15])[CH3:14], predict the reaction product. The product is: [C:13]([O:17][C:18]([N:20]1[CH2:25][CH2:24][CH:23]([O:26][C:27]2[CH:32]=[C:31]([N:10]3[C:5]4[C:6](=[N:7][C:2]([Cl:1])=[CH:3][CH:4]=4)[CH2:8][CH2:9]3)[N:30]=[CH:29][N:28]=2)[CH2:22][CH2:21]1)=[O:19])([CH3:16])([CH3:14])[CH3:15]. (3) Given the reactants [CH2:1]([OH:7])[CH2:2][CH2:3][CH2:4][CH2:5][OH:6].[O:8]1[CH:13]=[CH:12][CH2:11][CH2:10][CH2:9]1, predict the reaction product. The product is: [O:6]1[CH2:5][CH2:4][CH2:3][CH2:2][CH:1]1[O:7][CH2:13][CH2:12][CH2:11][CH2:10][CH2:9][OH:8]. (4) Given the reactants [CH:1]1[C:13]2[NH:12][C:11]3[C:6](=[CH:7][CH:8]=[CH:9][CH:10]=3)[C:5]=2[CH:4]=[CH:3][CH:2]=1.[C:14]1([S:20]([CH:23]=[CH2:24])(=[O:22])=[O:21])[CH:19]=[CH:18][CH:17]=[CH:16][CH:15]=1.[OH-].C([N+](C)(C)C)C1C=CC=CC=1.Cl, predict the reaction product. The product is: [C:14]1([S:20]([CH2:23][CH2:24][N:12]2[C:11]3[CH:10]=[CH:9][CH:8]=[CH:7][C:6]=3[C:5]3[C:13]2=[CH:1][CH:2]=[CH:3][CH:4]=3)(=[O:22])=[O:21])[CH:19]=[CH:18][CH:17]=[CH:16][CH:15]=1. (5) The product is: [Cl:25][C:7]1[N:6]2[N:19]=[C:20]([CH3:22])[N:21]=[C:5]2[N:4]=[C:3]([CH2:1][CH3:2])[C:8]=1[CH2:9][CH2:10][CH:11]([CH3:17])[CH2:12][C:13]([CH3:16])([CH3:15])[CH3:14]. Given the reactants [CH2:1]([C:3]1[C:8]([CH2:9][CH2:10][CH:11]([CH3:17])[CH2:12][C:13]([CH3:16])([CH3:15])[CH3:14])=[C:7](O)[N:6]2[N:19]=[C:20]([CH3:22])[N:21]=[C:5]2[N:4]=1)[CH3:2].P(Cl)(Cl)([Cl:25])=O, predict the reaction product.